This data is from Forward reaction prediction with 1.9M reactions from USPTO patents (1976-2016). The task is: Predict the product of the given reaction. (1) Given the reactants [CH3:1][O:2][CH2:3][C:4]1[CH:9]=[C:8]([C:10]([OH:12])=O)[CH:7]=[CH:6][C:5]=1[C:13]1[CH:18]=[CH:17][CH:16]=[CH:15][C:14]=1[CH3:19].O[N:21]=[C:22]([C:24]1[CH:29]=[CH:28][CH:27]=[C:26]([CH2:30][CH2:31][OH:32])[CH:25]=1)[NH2:23], predict the reaction product. The product is: [CH3:1][O:2][CH2:3][C:4]1[CH:9]=[C:8]([C:10]2[O:12][N:23]=[C:22]([C:24]3[CH:25]=[C:26]([CH2:30][CH2:31][OH:32])[CH:27]=[CH:28][CH:29]=3)[N:21]=2)[CH:7]=[CH:6][C:5]=1[C:13]1[CH:18]=[CH:17][CH:16]=[CH:15][C:14]=1[CH3:19]. (2) Given the reactants Cl[C:2]1[N:7]=[C:6]([CH:8]2[CH2:13][CH2:12][CH2:11][N:10]([C:14]([O:16][C:17]([CH3:20])([CH3:19])[CH3:18])=[O:15])[CH2:9]2)[CH:5]=[C:4]([NH:21][C:22]2[CH:27]=[C:26]([CH3:28])[CH:25]=[CH:24][N:23]=2)[N:3]=1.[CH3:29][N:30]1[CH:34]=[C:33](B2OC(C)(C)C(C)(C)O2)[CH:32]=[N:31]1.C([O-])([O-])=O.[Cs+].[Cs+], predict the reaction product. The product is: [CH3:29][N:30]1[CH:34]=[C:33]([C:2]2[N:7]=[C:6]([CH:8]3[CH2:13][CH2:12][CH2:11][N:10]([C:14]([O:16][C:17]([CH3:20])([CH3:19])[CH3:18])=[O:15])[CH2:9]3)[CH:5]=[C:4]([NH:21][C:22]3[CH:27]=[C:26]([CH3:28])[CH:25]=[CH:24][N:23]=3)[N:3]=2)[CH:32]=[N:31]1. (3) Given the reactants [OH-].[Na+].[CH3:3][CH:4]([O:6][C:7]1[N:12]=[CH:11][C:10]([C:13]2[O:17][N:16]=[C:15]([C:18]3[CH:19]=[C:20]4[C:24](=[CH:25][CH:26]=3)[NH:23][C:22]([CH2:27][CH2:28][C:29]([O:31]CC)=[O:30])=[CH:21]4)[N:14]=2)=[CH:9][C:8]=1[C:34]([F:37])([F:36])[F:35])[CH3:5].Cl, predict the reaction product. The product is: [CH3:5][CH:4]([O:6][C:7]1[N:12]=[CH:11][C:10]([C:13]2[O:17][N:16]=[C:15]([C:18]3[CH:19]=[C:20]4[C:24](=[CH:25][CH:26]=3)[NH:23][C:22]([CH2:27][CH2:28][C:29]([OH:31])=[O:30])=[CH:21]4)[N:14]=2)=[CH:9][C:8]=1[C:34]([F:36])([F:37])[F:35])[CH3:3]. (4) The product is: [F:1][C:2]1[CH:10]=[CH:9][C:5]([C:6]([Cl:22])=[O:7])=[CH:4][C:3]=1[N+:11]([O-:13])=[O:12]. Given the reactants [F:1][C:2]1[CH:10]=[CH:9][C:5]([C:6](O)=[O:7])=[CH:4][C:3]=1[N+:11]([O-:13])=[O:12].CN(C)C=O.C(Cl)(=O)C([Cl:22])=O, predict the reaction product. (5) Given the reactants [CH3:1][O-:2].[Na+].Br[C:5]1[CH:6]=[CH:7][CH:8]=[C:9]2[C:14]=1[CH:13]=[N:12][C:11]([NH:15][C:16]1[N:17]=[CH:18][C:19]([C:22]#[N:23])=[N:20][CH:21]=1)=[CH:10]2, predict the reaction product. The product is: [CH3:1][O:2][C:5]1[CH:6]=[CH:7][CH:8]=[C:9]2[C:14]=1[CH:13]=[N:12][C:11]([NH:15][C:16]1[N:17]=[CH:18][C:19]([C:22]#[N:23])=[N:20][CH:21]=1)=[CH:10]2. (6) Given the reactants S(Cl)(Cl)=O.CN(C=O)C.[CH3:10][C:11]1[N:12]([C:25]2[CH:30]=[CH:29][CH:28]=[CH:27][CH:26]=2)[N:13]=[C:14]2[C:23]=1[C:22]1[CH:21]=[CH:20][CH:19]=[CH:18][C:17]=1[NH:16][C:15]2=O.[Cl:31]CCl, predict the reaction product. The product is: [Cl:31][C:15]1[C:14]2=[N:13][N:12]([C:25]3[CH:30]=[CH:29][CH:28]=[CH:27][CH:26]=3)[C:11]([CH3:10])=[C:23]2[C:22]2[CH:21]=[CH:20][CH:19]=[CH:18][C:17]=2[N:16]=1. (7) The product is: [Cl:3][C:16]1[N:21]2[N:22]=[CH:23][CH:24]=[C:20]2[N:19]=[C:18]([S:25][CH3:26])[C:17]=1[C:27]#[N:28]. Given the reactants P(Cl)(Cl)([Cl:3])=O.CN(C)C1C=CC=CC=1.O[C:16]1[N:21]2[N:22]=[CH:23][CH:24]=[C:20]2[N:19]=[C:18]([S:25][CH3:26])[C:17]=1[C:27]#[N:28], predict the reaction product.